This data is from NCI-60 drug combinations with 297,098 pairs across 59 cell lines. The task is: Regression. Given two drug SMILES strings and cell line genomic features, predict the synergy score measuring deviation from expected non-interaction effect. (1) Drug 1: CCC1=C2CN3C(=CC4=C(C3=O)COC(=O)C4(CC)O)C2=NC5=C1C=C(C=C5)O. Drug 2: CC1=C(N=C(N=C1N)C(CC(=O)N)NCC(C(=O)N)N)C(=O)NC(C(C2=CN=CN2)OC3C(C(C(C(O3)CO)O)O)OC4C(C(C(C(O4)CO)O)OC(=O)N)O)C(=O)NC(C)C(C(C)C(=O)NC(C(C)O)C(=O)NCCC5=NC(=CS5)C6=NC(=CS6)C(=O)NCCC[S+](C)C)O. Cell line: SK-MEL-2. Synergy scores: CSS=46.1, Synergy_ZIP=-4.18, Synergy_Bliss=-5.52, Synergy_Loewe=-1.37, Synergy_HSA=1.03. (2) Drug 1: CC1C(C(=O)NC(C(=O)N2CCCC2C(=O)N(CC(=O)N(C(C(=O)O1)C(C)C)C)C)C(C)C)NC(=O)C3=C4C(=C(C=C3)C)OC5=C(C(=O)C(=C(C5=N4)C(=O)NC6C(OC(=O)C(N(C(=O)CN(C(=O)C7CCCN7C(=O)C(NC6=O)C(C)C)C)C)C(C)C)C)N)C. Drug 2: C(CC(=O)O)C(=O)CN.Cl. Cell line: KM12. Synergy scores: CSS=20.7, Synergy_ZIP=10.1, Synergy_Bliss=12.3, Synergy_Loewe=11.8, Synergy_HSA=11.4. (3) Cell line: RPMI-8226. Drug 1: CC12CCC3C(C1CCC2=O)CC(=C)C4=CC(=O)C=CC34C. Synergy scores: CSS=78.9, Synergy_ZIP=-0.0507, Synergy_Bliss=0.527, Synergy_Loewe=-13.8, Synergy_HSA=-0.706. Drug 2: CC1=C2C(C(=O)C3(C(CC4C(C3C(C(C2(C)C)(CC1OC(=O)C(C(C5=CC=CC=C5)NC(=O)C6=CC=CC=C6)O)O)OC(=O)C7=CC=CC=C7)(CO4)OC(=O)C)O)C)OC(=O)C. (4) Drug 2: C1CN1C2=NC(=NC(=N2)N3CC3)N4CC4. Synergy scores: CSS=32.9, Synergy_ZIP=2.36, Synergy_Bliss=1.04, Synergy_Loewe=-17.3, Synergy_HSA=2.25. Drug 1: COC1=NC(=NC2=C1N=CN2C3C(C(C(O3)CO)O)O)N. Cell line: LOX IMVI. (5) Drug 2: C1C(C(OC1N2C=NC3=C2NC=NCC3O)CO)O. Synergy scores: CSS=4.05, Synergy_ZIP=-0.880, Synergy_Bliss=-5.25, Synergy_Loewe=2.53, Synergy_HSA=-8.83. Cell line: HCC-2998. Drug 1: CCN(CC)CCNC(=O)C1=C(NC(=C1C)C=C2C3=C(C=CC(=C3)F)NC2=O)C. (6) Drug 1: CN1CCC(CC1)COC2=C(C=C3C(=C2)N=CN=C3NC4=C(C=C(C=C4)Br)F)OC. Drug 2: C(CN)CNCCSP(=O)(O)O. Cell line: NCI-H460. Synergy scores: CSS=9.78, Synergy_ZIP=1.59, Synergy_Bliss=8.52, Synergy_Loewe=4.24, Synergy_HSA=7.54. (7) Drug 1: CC(C1=C(C=CC(=C1Cl)F)Cl)OC2=C(N=CC(=C2)C3=CN(N=C3)C4CCNCC4)N. Drug 2: COC1=CC(=CC(=C1O)OC)C2C3C(COC3=O)C(C4=CC5=C(C=C24)OCO5)OC6C(C(C7C(O6)COC(O7)C8=CC=CS8)O)O. Cell line: MDA-MB-435. Synergy scores: CSS=8.19, Synergy_ZIP=-4.04, Synergy_Bliss=1.27, Synergy_Loewe=-2.32, Synergy_HSA=-0.979.